This data is from Forward reaction prediction with 1.9M reactions from USPTO patents (1976-2016). The task is: Predict the product of the given reaction. (1) Given the reactants Cl[C:2]1[C:7]([F:8])=[CH:6][N:5]=[C:4]2[NH:9][C:10]([CH:12]3[CH2:17][CH2:16][N:15]([C:18]([O:20][C:21]([CH3:24])([CH3:23])[CH3:22])=[O:19])[CH2:14][CH2:13]3)=[CH:11][C:3]=12.[F:25][C:26]1[CH:27]=[CH:28][C:29]([O:35][CH3:36])=[C:30](B(O)O)[CH:31]=1.P([O-])([O-])([O-])=O.[K+].[K+].[K+], predict the reaction product. The product is: [F:8][C:7]1[C:2]([C:28]2[CH:27]=[C:26]([F:25])[CH:31]=[CH:30][C:29]=2[O:35][CH3:36])=[C:3]2[CH:11]=[C:10]([CH:12]3[CH2:17][CH2:16][N:15]([C:18]([O:20][C:21]([CH3:24])([CH3:23])[CH3:22])=[O:19])[CH2:14][CH2:13]3)[NH:9][C:4]2=[N:5][CH:6]=1. (2) Given the reactants C([N:4]1[CH2:10][CH2:9][CH2:8][N:7]([C:11]2[CH:16]=[CH:15][C:14]([C:17]3[NH:26][C:25](=[O:27])[C:24]4[C:19](=[CH:20][C:21]([O:30][CH3:31])=[CH:22][C:23]=4[O:28][CH3:29])[N:18]=3)=[CH:13][CH:12]=2)[CH2:6][CH2:5]1)(=O)C, predict the reaction product. The product is: [N:7]1([C:11]2[CH:16]=[CH:15][C:14]([C:17]3[NH:26][C:25](=[O:27])[C:24]4[C:19](=[CH:20][C:21]([O:30][CH3:31])=[CH:22][C:23]=4[O:28][CH3:29])[N:18]=3)=[CH:13][CH:12]=2)[CH2:8][CH2:9][CH2:10][NH:4][CH2:5][CH2:6]1. (3) Given the reactants [CH2:1]([O:3][C:4](=[O:12])[C:5]1[CH:10]=[CH:9][CH:8]=[CH:7][C:6]=1Br)[CH3:2].[NH2:13][C:14]1[CH:23]=[C:22]2[C:17]([CH:18]=[CH:19][N:20]=[CH:21]2)=[CH:16][CH:15]=1.C1C=CC(P(C2C(C3C(P(C4C=CC=CC=4)C4C=CC=CC=4)=CC=C4C=3C=CC=C4)=C3C(C=CC=C3)=CC=2)C2C=CC=CC=2)=CC=1.C([O-])([O-])=O.[K+].[K+], predict the reaction product. The product is: [CH2:1]([O:3][C:4](=[O:12])[C:5]1[CH:10]=[CH:9][CH:8]=[CH:7][C:6]=1[NH:13][C:14]1[CH:23]=[C:22]2[C:17]([CH:18]=[CH:19][N:20]=[CH:21]2)=[CH:16][CH:15]=1)[CH3:2]. (4) The product is: [C:1]([C:5]1[O:9][C:8]([C@@H:10]2[C@H:14]3[O:15][C:16]([CH3:18])([CH3:19])[O:17][C@H:13]3[CH:12]([N:20]3[CH:28]=[N:27][C:26]4[C:21]3=[N:22][CH:23]=[N:24][C:25]=4[NH:44][C:43]3[CH:45]=[CH:46][C:40]([Cl:39])=[CH:41][C:42]=3[F:47])[O:11]2)=[N:7][N:6]=1)([CH3:3])([CH3:2])[CH3:4]. Given the reactants [C:1]([C:5]1[O:9][C:8]([C@@H:10]2[C@H:14]3[O:15][C:16]([CH3:19])([CH3:18])[O:17][C@H:13]3[C@H:12]([N:20]3[CH:28]=[N:27][C:26]4[C:21]3=[N:22][CH:23]=[N:24][C:25]=4Cl)[O:11]2)=[N:7][N:6]=1)([CH3:4])([CH3:3])[CH3:2].C([O-])([O-])=O.[Ca+2].C(O)(=O)C.[Cl:39][C:40]1[CH:46]=[CH:45][C:43]([NH2:44])=[C:42]([F:47])[CH:41]=1, predict the reaction product. (5) Given the reactants CSC.[S:4]1[C:8]([CH2:9][C:10]2[CH:11]=[C:12]([C@H:20]3[C@@H:25]([O:26]CC4C=CC=CC=4)[C@@H:24]([O:34]CC4C=CC=CC=4)[C@@H:23]([O:42]CC4C=CC=CC=4)[C@@H:22]([CH2:50][O:51]CC4C=CC=CC=4)[O:21]3)[C:13]3[C:18]([CH:19]=2)=[CH:17][CH:16]=[CH:15][CH:14]=3)=[CH:7][C:6]2[CH:59]=[CH:60][CH:61]=[CH:62][C:5]1=2.O, predict the reaction product. The product is: [S:4]1[C:8]([CH2:9][C:10]2[CH:11]=[C:12]([C@H:20]3[C@H:25]([OH:26])[C@@H:24]([OH:34])[C@H:23]([OH:42])[C@@H:22]([CH2:50][OH:51])[O:21]3)[C:13]3[C:18]([CH:19]=2)=[CH:17][CH:16]=[CH:15][CH:14]=3)=[CH:7][C:6]2[CH:59]=[CH:60][CH:61]=[CH:62][C:5]1=2. (6) Given the reactants [Br:1][C:2]1[CH:7]=[CH:6][C:5]([CH2:8][C:9]([OH:11])=O)=[C:4]([F:12])[CH:3]=1.[F:13][C:14]1[CH:20]=[CH:19][C:18]([F:21])=[CH:17][C:15]=1[NH2:16].CCN(CC)CC.CN(C(ON1N=NC2C=CC=NC1=2)=[N+](C)C)C.F[P-](F)(F)(F)(F)F, predict the reaction product. The product is: [Br:1][C:2]1[CH:7]=[CH:6][C:5]([CH2:8][C:9]([NH:16][C:15]2[CH:17]=[C:18]([F:21])[CH:19]=[CH:20][C:14]=2[F:13])=[O:11])=[C:4]([F:12])[CH:3]=1.